From a dataset of Forward reaction prediction with 1.9M reactions from USPTO patents (1976-2016). Predict the product of the given reaction. Given the reactants [N:1]([CH2:4][CH:5]([C:12]1[CH:17]=[CH:16][CH:15]=[CH:14][CH:13]=1)[CH:6]1[CH2:11][CH2:10][CH2:9][CH2:8][CH2:7]1)=[N+]=[N-], predict the reaction product. The product is: [CH:12]1([CH:5]([C:6]2[CH:7]=[CH:8][CH:9]=[CH:10][CH:11]=2)[CH2:4][NH2:1])[CH2:17][CH2:16][CH2:15][CH2:14][CH2:13]1.